Predict the reaction yield, written as a fraction of the theoretical maximum amount of product (1.0 means a 100% yield; for example, 0.34 means a 34% yield). From a dataset of Reaction yield outcomes from USPTO patents with 853,638 reactions. (1) The reactants are [F:1][C:2]1[CH:7]=[C:6]([C:8]2[C:9]([CH2:17][CH2:18][CH3:19])=[N:10][N:11]3[CH:16]=[CH:15][CH:14]=[CH:13][C:12]=23)[CH:5]=[CH:4][N:3]=1.C([Li])CCC.C(Cl)(Cl)(Cl)[Cl:26]. The catalyst is O1CCCC1. The product is [Cl:26][C:16]1[N:11]2[N:10]=[C:9]([CH2:17][CH2:18][CH3:19])[C:8]([C:6]3[CH:5]=[CH:4][N:3]=[C:2]([F:1])[CH:7]=3)=[C:12]2[CH:13]=[CH:14][CH:15]=1. The yield is 0.630. (2) The reactants are [F:1][C:2]1[C:7]([CH2:8][C:9]#[N:10])=[C:6]([NH:11][C:12]2[CH:17]=[CH:16][CH:15]=[CH:14][CH:13]=2)[C:5]([N+:18]([O-])=O)=[CH:4][CH:3]=1.[Cl-].[NH4+]. The catalyst is CO.O.[Fe]. The product is [NH2:18][C:5]1[C:6]([NH:11][C:12]2[CH:13]=[CH:14][CH:15]=[CH:16][CH:17]=2)=[C:7]([CH2:8][C:9]#[N:10])[C:2]([F:1])=[CH:3][CH:4]=1. The yield is 0.550. (3) The reactants are [C:1]([O:5][C:6]([N:8]([CH3:20])[CH2:9][CH2:10][C:11]1[CH:19]=[CH:18][C:14]([C:15]([OH:17])=O)=[CH:13][CH:12]=1)=[O:7])([CH3:4])([CH3:3])[CH3:2].[F:21][C:22]([F:75])([F:74])[C:23]1[CH:24]=[C:25]([CH:67]=[C:68]([C:70]([F:73])([F:72])[F:71])[CH:69]=1)[C:26]([N:28]1[CH2:32][C@@:31]([CH2:40][CH2:41][N:42]2[CH2:47][CH2:46][C:45]3([C:55]4[C:50](=[CH:51][CH:52]=[CH:53][CH:54]=4)[CH2:49][C@@H:48]3[O:56][CH2:57][C:58]([N:60]([CH3:66])[CH2:61][CH2:62][CH2:63][NH:64][CH3:65])=[O:59])[CH2:44][CH2:43]2)([C:33]2[CH:38]=[CH:37][C:36]([F:39])=[CH:35][CH:34]=2)[O:30][CH2:29]1)=[O:27]. No catalyst specified. The product is [F:73][C:70]([F:71])([F:72])[C:68]1[CH:67]=[C:25]([CH:24]=[C:23]([C:22]([F:21])([F:75])[F:74])[CH:69]=1)[C:26]([N:28]1[CH2:32][C@@:31]([CH2:40][CH2:41][N:42]2[CH2:43][CH2:44][C:45]3([C:55]4[C:50](=[CH:51][CH:52]=[CH:53][CH:54]=4)[CH2:49][C@@H:48]3[O:56][CH2:57][C:58]([N:60]([CH3:66])[CH2:61][CH2:62][CH2:63][N:64]([CH3:65])[C:15]([C:14]3[CH:13]=[CH:12][C:11]([CH2:10][CH2:9][N:8]([CH3:20])[C:6](=[O:7])[O:5][C:1]([CH3:2])([CH3:3])[CH3:4])=[CH:19][CH:18]=3)=[O:17])=[O:59])[CH2:46][CH2:47]2)([C:33]2[CH:34]=[CH:35][C:36]([F:39])=[CH:37][CH:38]=2)[O:30][CH2:29]1)=[O:27]. The yield is 0.920. (4) The catalyst is C1COCC1. The reactants are Br[C:2]1[CH:7]=[CH:6][C:5]([Cl:8])=[CH:4][CH:3]=1.C([Li])CCC.[CH3:14][C:15]1([CH3:29])[C:20](=[O:21])[CH2:19][CH2:18][N:17]([C:22]([O:24][C:25]([CH3:28])([CH3:27])[CH3:26])=[O:23])[CH2:16]1. The yield is 0.850. The product is [Cl:8][C:5]1[CH:6]=[CH:7][C:2]([C:20]2([OH:21])[CH2:19][CH2:18][N:17]([C:22]([O:24][C:25]([CH3:27])([CH3:26])[CH3:28])=[O:23])[CH2:16][C:15]2([CH3:29])[CH3:14])=[CH:3][CH:4]=1. (5) The catalyst is ClCCl.N1C=CC=CC=1.CN(C=O)C. The product is [F:1][C:2]1[C:7]([F:8])=[C:6]([F:9])[CH:5]=[CH:4][C:3]=1[CH2:10][C:11]1[O:13][N:27]=[C:21]([C:22]([O:24][CH2:25][CH3:26])=[O:23])[N:20]=1. The reactants are [F:1][C:2]1[C:7]([F:8])=[C:6]([F:9])[CH:5]=[CH:4][C:3]=1[CH2:10][C:11]([OH:13])=O.C(Cl)(=O)C(Cl)=O.[NH2:20][C:21](=[N:27]O)[C:22]([O:24][CH2:25][CH3:26])=[O:23].C(N(CC)C(C)C)(C)C. The yield is 0.120. (6) The product is [F:29][C:26]1[CH:27]=[CH:28][C:23]([CH2:22][NH:21][C:20]([C:8]2[C:9](=[O:19])[C:10]([O:11][CH2:12][C:13]3[CH:14]=[CH:15][CH:16]=[CH:17][CH:18]=3)=[C:5]3[C:3](=[O:2])[N:34]4[C@@H:35]([CH2:43][CH:44]([CH3:46])[CH3:45])[CH2:36][CH2:37][N:38]([CH2:39][CH:40]([CH3:41])[CH3:42])[C@@H:32]4[CH2:31][N:6]3[CH:7]=2)=[O:30])=[CH:24][CH:25]=1. The yield is 0.250. The reactants are C[O:2][C:3]([C:5]1[N:6]([CH2:31][CH:32]=O)[CH:7]=[C:8]([C:20](=[O:30])[NH:21][CH2:22][C:23]2[CH:28]=[CH:27][C:26]([F:29])=[CH:25][CH:24]=2)[C:9](=[O:19])[C:10]=1[O:11][CH2:12][C:13]1[CH:18]=[CH:17][CH:16]=[CH:15][CH:14]=1)=O.[NH2:34][C@@H:35]([CH2:43][CH:44]([CH3:46])[CH3:45])[CH2:36][CH2:37][NH:38][CH2:39][CH:40]([CH3:42])[CH3:41].C(O)(=O)C. The catalyst is ClCCl.